This data is from Full USPTO retrosynthesis dataset with 1.9M reactions from patents (1976-2016). The task is: Predict the reactants needed to synthesize the given product. (1) Given the product [ClH:33].[CH2:13]1[C:6]2[C:7]3[CH:8]=[CH:9][CH:10]=[CH:11][C:12]=3[N:4]([CH2:3][C:2]([NH2:1])=[O:25])[C:5]=2[CH2:17][CH2:16][NH:15][CH2:14]1, predict the reactants needed to synthesize it. The reactants are: [NH2:1][C:2](=[O:25])[CH2:3][N:4]1[C:12]2[CH:11]=[CH:10][CH:9]=[CH:8][C:7]=2[C:6]2[CH2:13][CH2:14][N:15](C(OC(C)(C)C)=O)[CH2:16][CH2:17][C:5]1=2.C(C(O)=O)(F)(F)F.[ClH:33]. (2) The reactants are: [OH:1][CH:2]1[C:6]2([CH2:8][CH2:7]2)[CH2:5][NH:4][CH2:3]1.Br[CH2:10][CH2:11][CH2:12][OH:13].CCN(CC)CC. Given the product [OH:1][CH:2]1[C:6]2([CH2:8][CH2:7]2)[CH2:5][N:4]([CH2:10][CH2:11][CH2:12][OH:13])[CH2:3]1, predict the reactants needed to synthesize it. (3) The reactants are: [NH2:1][C@@H:2]([CH2:33][C:34]1[CH:39]=[CH:38][CH:37]=[CH:36][CH:35]=1)[C@@H:3]([OH:32])[CH2:4][C@@H:5]([NH:19][C:20]([C@@H:22]([NH:27][C:28](=[O:31])[O:29][CH3:30])[C:23]([CH3:26])([CH3:25])[CH3:24])=[O:21])[CH2:6][C:7]1[CH:12]=[CH:11][C:10]([C:13]2[CH:18]=[CH:17][CH:16]=[CH:15][N:14]=2)=[CH:9][CH:8]=1.[CH3:40][C:41]1[CH:51]=[CH:50][CH:49]=[C:48]([CH3:52])[C:42]=1[O:43][CH2:44][C:45](O)=[O:46].CCOP(ON1N=NC2C=CC=CC=2C1=O)(OCC)=O.C(N(CC)C(C)C)(C)C. Given the product [CH3:40][C:41]1[CH:51]=[CH:50][CH:49]=[C:48]([CH3:52])[C:42]=1[O:43][CH2:44][C:45]([NH:1][C@@H:2]([CH2:33][C:34]1[CH:35]=[CH:36][CH:37]=[CH:38][CH:39]=1)[C@@H:3]([OH:32])[CH2:4][C@@H:5]([NH:19][C:20]([C@@H:22]([NH:27][C:28](=[O:31])[O:29][CH3:30])[C:23]([CH3:26])([CH3:25])[CH3:24])=[O:21])[CH2:6][C:7]1[CH:12]=[CH:11][C:10]([C:13]2[CH:18]=[CH:17][CH:16]=[CH:15][N:14]=2)=[CH:9][CH:8]=1)=[O:46], predict the reactants needed to synthesize it. (4) Given the product [CH3:25][N:2]([CH3:1])[CH2:3][CH2:4][C:5]1[C:13]2[C:8](=[C:9]([F:21])[CH:10]=[C:11]([CH2:16][CH2:17][CH2:18][NH2:20])[C:12]=2[O:14][CH3:15])[N:7]([CH2:22][CH3:23])[CH:6]=1, predict the reactants needed to synthesize it. The reactants are: [CH3:1][N:2]([CH3:25])[C:3](=O)[CH2:4][C:5]1[C:13]2[C:8](=[C:9]([F:21])[CH:10]=[C:11]([CH2:16][CH2:17][C:18]([NH2:20])=O)[C:12]=2[O:14][CH3:15])[N:7]([CH2:22][CH3:23])[CH:6]=1.[H-].[Al+3].[Li+].[H-].[H-].[H-]. (5) The reactants are: [F:1][C:2]1[CH:3]=[C:4]2[C:9](=[CH:10][CH:11]=1)[N:8]=[C:7]([C:12]1[CH:17]=[CH:16][C:15]([F:18])=[CH:14][CH:13]=1)[N:6]=[C:5]2[C:19](O)=[O:20].Cl.[CH3:23][O:24][C:25]1[CH:26]=[C:27]2[C:32](=[CH:33][CH:34]=1)[CH2:31][NH:30][CH2:29][CH2:28]2. Given the product [F:1][C:2]1[CH:3]=[C:4]2[C:9](=[CH:10][CH:11]=1)[N:8]=[C:7]([C:12]1[CH:13]=[CH:14][C:15]([F:18])=[CH:16][CH:17]=1)[N:6]=[C:5]2[C:19]([N:30]1[CH2:29][CH2:28][C:27]2[C:32](=[CH:33][CH:34]=[C:25]([O:24][CH3:23])[CH:26]=2)[CH2:31]1)=[O:20], predict the reactants needed to synthesize it. (6) Given the product [Br:4][C:5]1[C:6]([N:12]2[CH2:17][CH2:16][CH:15]([CH2:18][OH:19])[CH2:14][CH2:13]2)=[N:7][C:8]([O:2][CH3:1])=[N:9][CH:10]=1, predict the reactants needed to synthesize it. The reactants are: [CH3:1][O-:2].[Na+].[Br:4][C:5]1[C:6]([N:12]2[CH2:17][CH2:16][CH:15]([CH2:18][OH:19])[CH2:14][CH2:13]2)=[N:7][C:8](Cl)=[N:9][CH:10]=1.O. (7) Given the product [ClH:43].[F:1][C:2]1[C:3]([CH2:27][NH:28][CH3:29])=[CH:4][N:5]([S:14]([C:17]2[CH:22]=[CH:21][CH:20]=[C:19]([S:23]([CH3:26])(=[O:24])=[O:25])[CH:18]=2)(=[O:16])=[O:15])[C:6]=1[C:7]1[C:8]([F:13])=[N:9][CH:10]=[CH:11][CH:12]=1, predict the reactants needed to synthesize it. The reactants are: [F:1][C:2]1[C:3]([CH2:27][N:28](C)[C:29](=O)OC(C)(C)C)=[CH:4][N:5]([S:14]([C:17]2[CH:22]=[CH:21][CH:20]=[C:19]([S:23]([CH3:26])(=[O:25])=[O:24])[CH:18]=2)(=[O:16])=[O:15])[C:6]=1[C:7]1[C:8]([F:13])=[N:9][CH:10]=[CH:11][CH:12]=1.C(OCC)(=O)C.[ClH:43]. (8) Given the product [CH3:1][C:2]1[N:3]=[CH:4][C:5](/[CH:8]=[CH:9]/[C:17]2[C:25]3[NH:24][C:23]4[CH:26]5[CH2:32][CH2:31][N:29]([CH2:30][C:22]=4[C:21]=3[CH:20]=[CH:19][CH:18]=2)[CH2:28][CH2:27]5)=[CH:6][CH:7]=1, predict the reactants needed to synthesize it. The reactants are: [CH3:1][C:2]1[CH:7]=[CH:6][C:5]([CH:8]=[CH2:9])=[CH:4][N:3]=1.CC(C)([O-])C.[Na+].Br[C:17]1[C:25]2[NH:24][C:23]3[CH:26]4[CH2:32][CH2:31][N:29]([CH2:30][C:22]=3[C:21]=2[CH:20]=[CH:19][CH:18]=1)[CH2:28][CH2:27]4. (9) Given the product [CH2:20]([O:6][C:7]1[C:8]([O:18][CH3:19])=[CH:9][C:10]([C:11]([O:13][CH2:24][C:34]#[CH:35])=[O:12])=[CH:14][C:15]=1[O:16][CH3:17])[C:21]#[CH:22], predict the reactants needed to synthesize it. The reactants are: CN(C=O)C.[OH:6][C:7]1[C:15]([O:16][CH3:17])=[CH:14][C:10]([C:11]([OH:13])=[O:12])=[CH:9][C:8]=1[O:18][CH3:19].[CH2:20](Br)[C:21]#[CH:22].[C:24](=O)([O-])[O-].[K+].[K+].C(O[CH2:34][CH3:35])(=O)C. (10) Given the product [CH:19]1([NH:22][C:23]([C:25]2[CH:30]=[CH:29][C:28]([C:5]3[N:9]4[CH:10]=[C:11]([C:16]([NH2:18])=[O:17])[N:12]=[C:13]([S:14][CH3:15])[C:8]4=[N:7][CH:6]=3)=[CH:27][CH:26]=2)=[O:24])[CH2:20][CH2:21]1, predict the reactants needed to synthesize it. The reactants are: C(O)C.Br[C:5]1[N:9]2[CH:10]=[C:11]([C:16]([NH2:18])=[O:17])[N:12]=[C:13]([S:14][CH3:15])[C:8]2=[N:7][CH:6]=1.[CH:19]1([NH:22][C:23]([C:25]2[CH:30]=[CH:29][C:28](B3OC(C)(C)C(C)(C)O3)=[CH:27][CH:26]=2)=[O:24])[CH2:21][CH2:20]1.C(=O)([O-])O.[Na+].